This data is from Reaction yield outcomes from USPTO patents with 853,638 reactions. The task is: Predict the reaction yield, written as a fraction of the theoretical maximum amount of product (1.0 means a 100% yield; for example, 0.34 means a 34% yield). (1) The reactants are [NH2:1][C:2]1[C:10]([O:11][CH3:12])=[CH:9][CH:8]=[CH:7][C:3]=1[C:4]([OH:6])=[O:5].Cl[C:14](Cl)([O:16]C(=O)OC(Cl)(Cl)Cl)Cl.C(OCC)C. The catalyst is O1CCCC1. The product is [CH3:12][O:11][C:10]1[C:2]2[NH:1][C:14](=[O:16])[O:5][C:4](=[O:6])[C:3]=2[CH:7]=[CH:8][CH:9]=1. The yield is 0.910. (2) The reactants are [CH:1]([O:4][C:5]1[CH:25]=[CH:24][C:8]([O:9][C:10]2[CH:15]=[CH:14][C:13]([C:16]3[CH:20]=[C:19]([CH:21]([NH2:23])[CH3:22])[O:18][N:17]=3)=[CH:12][CH:11]=2)=[CH:7][CH:6]=1)([CH3:3])[CH3:2].[C:26](Cl)(=[O:28])[CH3:27]. The catalyst is O1CCCC1.C(N(CC)CC)C.ClC(Cl)C. The product is [CH:1]([O:4][C:5]1[CH:25]=[CH:24][C:8]([O:9][C:10]2[CH:15]=[CH:14][C:13]([C:16]3[CH:20]=[C:19]([CH:21]([NH:23][C:26](=[O:28])[CH3:27])[CH3:22])[O:18][N:17]=3)=[CH:12][CH:11]=2)=[CH:7][CH:6]=1)([CH3:2])[CH3:3]. The yield is 0.770.